The task is: Predict the reaction yield, written as a fraction of the theoretical maximum amount of product (1.0 means a 100% yield; for example, 0.34 means a 34% yield).. This data is from Reaction yield outcomes from USPTO patents with 853,638 reactions. (1) The reactants are [CH3:1][C:2]1[N:7]=[CH:6][C:5]([C:8]2[C:9](=[O:19])[NH:10][C:11](=[O:18])[N:12]([CH2:14][CH2:15][CH:16]=O)[CH:13]=2)=[CH:4][CH:3]=1.[F:20][C:21]([F:35])([F:34])[C:22]1[CH:27]=[CH:26][C:25]([C@:28]23[CH2:33][C@H:32]2[CH2:31][NH:30][CH2:29]3)=[CH:24][CH:23]=1.CC(O)=O.[BH-](OC(C)=O)(OC(C)=O)OC(C)=O.[Na+].[OH-].[Na+].[Cl:56]C(Cl)C. No catalyst specified. The product is [ClH:56].[ClH:56].[CH3:1][C:2]1[N:7]=[CH:6][C:5]([C:8]2[C:9](=[O:19])[NH:10][C:11](=[O:18])[N:12]([CH2:14][CH2:15][CH2:16][N:30]3[CH2:31][C@H:32]4[C@:28]([C:25]5[CH:24]=[CH:23][C:22]([C:21]([F:20])([F:35])[F:34])=[CH:27][CH:26]=5)([CH2:33]4)[CH2:29]3)[CH:13]=2)=[CH:4][CH:3]=1. The yield is 0.400. (2) The reactants are [C:1](S)([CH3:4])([CH3:3])[CH3:2].[H-].[Na+].Cl[C:9]1[CH:14]=[CH:13][CH:12]=[C:11]([C:15]#[N:16])[N:10]=1. The catalyst is O1CCCC1. The product is [C:15]([C:11]1[CH:12]=[CH:13][CH:14]=[C:9]([C:1]([CH3:4])([CH3:3])[CH3:2])[N:10]=1)#[N:16]. The yield is 0.860. (3) The reactants are [OH:1][C:2]1[CH:9]=[CH:8][C:7]([OH:10])=[CH:6][C:3]=1[CH:4]=[O:5].[CH2:11](I)[CH3:12].C(=O)([O-])[O-].[K+].[K+].CN(C)C=O. The catalyst is O. The product is [CH2:11]([O:1][C:2]1[CH:9]=[CH:8][C:7]([OH:10])=[CH:6][C:3]=1[CH:4]=[O:5])[CH3:12]. The yield is 0.360. (4) The reactants are ClC1[CH:7]=[CH:6][C:5]([OH:8])=C(F)C=1.[Cl:10][C:11]1[C:16]([CH:17]=O)=[C:15]([F:19])[C:14]([O:20][CH2:21][CH3:22])=[CH:13][CH:12]=1.ClC1C(C=C)=C(F)[C:27]([O:33]CC)=[CH:26]C=1.C=CC1C=CC=CC=1.N(C(OCC)=O)=NC(OCC)=O. The catalyst is ClC(Cl)C.CC([O-])=O.CC([O-])=O.[Pd+2]. The product is [CH2:27]([O:33][C:5]([C@@H:6]1[CH2:7][C@@H:17]1[C:16]1[C:11]([Cl:10])=[CH:12][CH:13]=[C:14]([O:20][CH2:21][CH3:22])[C:15]=1[F:19])=[O:8])[CH3:26]. The yield is 0.100. (5) The reactants are CC([O-])(C)C.[K+].[C:7]([O:11][C:12]([N:14]1[CH2:19][CH2:18][CH:17]([C:20]2[C:29]3[C:24](=[CH:25][C:26](F)=[C:27]([F:30])[CH:28]=3)[N:23]=[CH:22][N:21]=2)[CH2:16][CH2:15]1)=[O:13])([CH3:10])([CH3:9])[CH3:8].[CH3:32][N:33]1[CH2:38][CH2:37][N:36]([CH2:39][CH2:40][CH2:41][OH:42])[CH2:35][CH2:34]1. The catalyst is C1COCC1. The product is [C:7]([O:11][C:12]([N:14]1[CH2:15][CH2:16][CH:17]([C:20]2[C:29]3[C:24](=[CH:25][C:26]([O:42][CH2:41][CH2:40][CH2:39][N:36]4[CH2:35][CH2:34][N:33]([CH3:32])[CH2:38][CH2:37]4)=[C:27]([F:30])[CH:28]=3)[N:23]=[CH:22][N:21]=2)[CH2:18][CH2:19]1)=[O:13])([CH3:9])([CH3:8])[CH3:10]. The yield is 0.610. (6) The reactants are [C:1]([O:5][C:6](=[O:30])[NH:7][C:8]([CH3:29])([CH3:28])[C:9]([N:11]1[CH2:16][CH2:15][N:14]([C:17]2[CH:18]=[N:19][C:20]3[C:25]([CH:26]=2)=[N:24][C:23](Cl)=[CH:22][CH:21]=3)[CH2:13][CH2:12]1)=[O:10])([CH3:4])([CH3:3])[CH3:2].[NH2:31][C:32]1[O:33][C:34]2[CH:40]=[CH:39][C:38](B(O)O)=[CH:37][C:35]=2[N:36]=1.C(=O)([O-])[O-].[Na+].[Na+]. The catalyst is O1CCOCC1.O.C1C=CC([P]([Pd]([P](C2C=CC=CC=2)(C2C=CC=CC=2)C2C=CC=CC=2)([P](C2C=CC=CC=2)(C2C=CC=CC=2)C2C=CC=CC=2)[P](C2C=CC=CC=2)(C2C=CC=CC=2)C2C=CC=CC=2)(C2C=CC=CC=2)C2C=CC=CC=2)=CC=1. The product is [C:1]([O:5][C:6](=[O:30])[NH:7][C:8]([CH3:29])([CH3:28])[C:9]([N:11]1[CH2:16][CH2:15][N:14]([C:17]2[CH:18]=[N:19][C:20]3[C:25]([CH:26]=2)=[N:24][C:23]([C:38]2[CH:39]=[CH:40][C:34]4[O:33][C:32]([NH2:31])=[N:36][C:35]=4[CH:37]=2)=[CH:22][CH:21]=3)[CH2:13][CH2:12]1)=[O:10])([CH3:4])([CH3:3])[CH3:2]. The yield is 0.372. (7) The reactants are [F:1][C:2]1[C:7]([C:8]2[CH:13]=[CH:12][CH:11]=[C:10]([CH3:14])[CH:9]=2)=[C:6]([C@H:15]([O:29][CH2:30][CH2:31][CH2:32][O:33][CH3:34])[C@@H:16]2[O:21][CH2:20][CH2:19][N:18](C(OC(C)(C)C)=O)[CH2:17]2)[CH:5]=[CH:4][CH:3]=1.C([O-])(O)=O.[Na+]. The catalyst is C(O)(C(F)(F)F)=O.C(Cl)Cl. The product is [F:1][C:2]1[C:7]([C:8]2[CH:13]=[CH:12][CH:11]=[C:10]([CH3:14])[CH:9]=2)=[C:6]([C@H:15]([O:29][CH2:30][CH2:31][CH2:32][O:33][CH3:34])[C@@H:16]2[O:21][CH2:20][CH2:19][NH:18][CH2:17]2)[CH:5]=[CH:4][CH:3]=1. The yield is 1.00. (8) The reactants are [N+:1]([O-:4])(O)=[O:2].[Br:5][C:6]1[CH:11]=[C:10]([F:12])[CH:9]=[CH:8][C:7]=1[CH2:13][C:14]([OH:16])=[O:15]. No catalyst specified. The product is [Br:5][C:6]1[CH:11]=[C:10]([F:12])[C:9]([N+:1]([O-:4])=[O:2])=[CH:8][C:7]=1[CH2:13][C:14]([OH:16])=[O:15]. The yield is 0.510. (9) The reactants are CS(O[CH2:6][CH2:7][CH2:8][C:9]1([C:26]2[CH:31]=[CH:30][CH:29]=[CH:28][CH:27]=2)[C:17]2[C:12](=[CH:13][CH:14]=[C:15]([C:18]3[C:19]([CH3:24])=[N:20][O:21][C:22]=3[CH3:23])[CH:16]=2)[NH:11][C:10]1=[O:25])(=O)=O.C(N(CC)CC)C.[NH:39]1[CH2:44][CH2:43][O:42][CH2:41][CH2:40]1.O. The catalyst is C1COCC1. The product is [CH3:24][C:19]1[C:18]([C:15]2[CH:16]=[C:17]3[C:12](=[CH:13][CH:14]=2)[NH:11][C:10](=[O:25])[C:9]3([CH2:8][CH2:7][CH2:6][N:39]2[CH2:44][CH2:43][O:42][CH2:41][CH2:40]2)[C:26]2[CH:27]=[CH:28][CH:29]=[CH:30][CH:31]=2)=[C:22]([CH3:23])[O:21][N:20]=1. The yield is 0.893. (10) The reactants are [F:1][CH:2]([F:11])[O:3][C:4]1[CH:5]=[C:6]([CH:8]=[CH:9][CH:10]=1)[NH2:7].[N:12]([O-])=O.[Na+].C([O-])(=O)C.[Na+].[C:21]([CH2:24][C:25](=[O:27])[CH3:26])(=[O:23])[CH3:22]. The catalyst is C(O)(=O)C.Cl.O.C(O)C. The product is [F:1][CH:2]([F:11])[O:3][C:4]1[CH:5]=[C:6]([NH:7][N:12]=[C:24]([C:25](=[O:27])[CH3:26])[C:21](=[O:23])[CH3:22])[CH:8]=[CH:9][CH:10]=1. The yield is 0.890.